Task: Predict the reactants needed to synthesize the given product.. Dataset: Full USPTO retrosynthesis dataset with 1.9M reactions from patents (1976-2016) The reactants are: [CH2:1]([C:3]1([CH2:25][CH3:26])[C:7](=[O:8])[O:6][CH:5]([CH2:9][CH2:10][N:11]2[CH2:16][CH2:15][N:14]([C:17]3[CH:24]=[CH:23][CH:22]=[CH:21][C:18]=3[C:19]#N)[CH2:13][CH2:12]2)[CH2:4]1)[CH3:2].[CH2:27](N1CCNCC1)CC1C=CC=CC=1.N1(C2C=CC=CC=2C#N)CCNCC1. Given the product [CH2:25]([C:3]1([CH2:1][CH3:2])[CH2:4][CH:5]([CH2:9][CH2:10][N:11]2[CH2:12][CH2:13][N:14]([CH2:17][CH2:24][C:23]3[CH:27]=[CH:19][CH:18]=[CH:21][CH:22]=3)[CH2:15][CH2:16]2)[O:6][C:7]1=[O:8])[CH3:26], predict the reactants needed to synthesize it.